This data is from Forward reaction prediction with 1.9M reactions from USPTO patents (1976-2016). The task is: Predict the product of the given reaction. (1) Given the reactants [Cl:1][C:2]1[C:7]([N:8]2[CH2:13][CH2:12][CH:11]([C:14]3[C:19]([O:20][CH3:21])=[CH:18][CH:17]=[CH:16][C:15]=3[F:22])[CH2:10][CH2:9]2)=[CH:6][N:5]=[N:4][C:3]=1[NH:23][NH2:24].C(=O)(O)[O-].[Na+].[F:30][C:31]([F:37])([F:36])[CH2:32][C:33](Cl)=[O:34], predict the reaction product. The product is: [Cl:1][C:2]1[C:7]([N:8]2[CH2:13][CH2:12][CH:11]([C:14]3[C:19]([O:20][CH3:21])=[CH:18][CH:17]=[CH:16][C:15]=3[F:22])[CH2:10][CH2:9]2)=[CH:6][N:5]=[N:4][C:3]=1[NH:23][NH:24][C:33](=[O:34])[CH2:32][C:31]([F:37])([F:36])[F:30]. (2) Given the reactants C([O:5][C:6]([C@@H:8]1[O:12][C:11](=[O:13])[N:10]([C:14]2[CH:19]=[CH:18][C:17]([C:20]3[S:21][CH2:22][C:23](=[O:26])[NH:24][N:25]=3)=[C:16]([F:27])[CH:15]=2)[CH2:9]1)=O)CCC.[NH3:28], predict the reaction product. The product is: [F:27][C:16]1[CH:15]=[C:14]([N:10]2[CH2:9][C@H:8]([C:6]([NH2:28])=[O:5])[O:12][C:11]2=[O:13])[CH:19]=[CH:18][C:17]=1[C:20]1[S:21][CH2:22][C:23](=[O:26])[NH:24][N:25]=1.